This data is from Forward reaction prediction with 1.9M reactions from USPTO patents (1976-2016). The task is: Predict the product of the given reaction. (1) The product is: [N:22]1([CH2:21][CH2:20][O:19][C:18]2[CH:28]=[CH:29][C:15]([C:43]3[CH:44]=[C:45]4[C:51]([C:52]([O:54][CH3:55])=[O:53])=[CH:50][NH:49][C:46]4=[N:47][CH:48]=3)=[CH:16][CH:17]=2)[CH2:27][CH2:26][O:25][CH2:24][CH2:23]1. Given the reactants B(OC(C)C)(OC(C)C)OC(C)C.Br[C:15]1[CH:29]=[CH:28][C:18]([O:19][CH2:20][CH2:21][N:22]2[CH2:27][CH2:26][O:25][CH2:24][CH2:23]2)=[CH:17][CH:16]=1.C([Li])CCC.Cl.C(=O)([O-])[O-].[Na+].[Na+].Br[C:43]1[CH:44]=[C:45]2[C:51]([C:52]([O:54][CH3:55])=[O:53])=[CH:50][NH:49][C:46]2=[N:47][CH:48]=1, predict the reaction product. (2) Given the reactants [NH2:1][C:2]1[CH:22]=[CH:21][C:5]([O:6][C:7]2[N:12]=[CH:11][N:10]=[C:9]([NH:13][C:14]([N:16]3[CH2:20][CH2:19][CH2:18][CH2:17]3)=[O:15])[CH:8]=2)=[C:4]([F:23])[CH:3]=1.[F:24][C:25]([F:40])([F:39])[CH:26]([NH:31][C:32]1[CH:37]=[CH:36][C:35]([F:38])=[CH:34][CH:33]=1)[CH2:27][C:28](O)=[O:29].C(N(CC)C(C)C)(C)C.CN(C(ON1N=NC2C=CC=NC1=2)=[N+](C)C)C.F[P-](F)(F)(F)(F)F, predict the reaction product. The product is: [F:23][C:4]1[CH:3]=[C:2]([NH:1][C:28](=[O:29])[CH2:27][CH:26]([NH:31][C:32]2[CH:33]=[CH:34][C:35]([F:38])=[CH:36][CH:37]=2)[C:25]([F:39])([F:40])[F:24])[CH:22]=[CH:21][C:5]=1[O:6][C:7]1[N:12]=[CH:11][N:10]=[C:9]([NH:13][C:14]([N:16]2[CH2:20][CH2:19][CH2:18][CH2:17]2)=[O:15])[CH:8]=1. (3) Given the reactants Br[C:2]1[C:3]([O:9][CH2:10][CH2:11][CH2:12][CH3:13])=[N:4][CH:5]=[C:6]([CH3:8])[CH:7]=1.[F:14][C:15]1[CH:20]=[CH:19][C:18]([C:21]([F:24])([F:23])[F:22])=[CH:17][C:16]=1B(O)O.C(=O)([O-])[O-].[Na+].[Na+], predict the reaction product. The product is: [CH2:10]([O:9][C:3]1[C:2]([C:16]2[CH:17]=[C:18]([C:21]([F:23])([F:24])[F:22])[CH:19]=[CH:20][C:15]=2[F:14])=[CH:7][C:6]([CH3:8])=[CH:5][N:4]=1)[CH2:11][CH2:12][CH3:13]. (4) Given the reactants [C:1]([NH:4][CH2:5][CH2:6][C:7]1[C:11]2[CH:12]=[C:13](C(Cl)=O)[CH:14]=[CH:15][C:10]=2[O:9][CH:8]=1)(=[O:3])[CH3:2].[N-:19]=[N+]=[N-].[Na+].FC(F)(F)C(O)=O.C(=O)([O-])[O-].[K+].[K+], predict the reaction product. The product is: [NH2:19][C:13]1[CH:14]=[CH:15][C:10]2[O:9][CH:8]=[C:7]([CH2:6][CH2:5][NH:4][C:1](=[O:3])[CH3:2])[C:11]=2[CH:12]=1.